Dataset: Catalyst prediction with 721,799 reactions and 888 catalyst types from USPTO. Task: Predict which catalyst facilitates the given reaction. (1) Reactant: N1C=CC=CC=1.[C:7](Cl)(=[O:9])[CH3:8].[CH:11]1[C:23]2[CH:22]([CH2:24][O:25][C:26]([NH:28][C@:29]34[CH2:64][CH2:63][C@@H:62]([C:65]([OH:69])([CH3:68])[CH2:66][OH:67])[C@@H:30]3[C@@H:31]3[C@@:44]([CH3:47])([CH2:45][CH2:46]4)[C@@:43]4([CH3:48])[C@@H:34]([C@:35]5([CH3:61])[C@@H:40]([CH2:41][CH2:42]4)[C:39]([CH3:50])([CH3:49])[C:38]([C:51]4[CH:60]=[CH:59][C:54]([C:55]([O:57][CH3:58])=[O:56])=[CH:53][CH:52]=4)=[CH:37][CH2:36]5)[CH2:33][CH2:32]3)=[O:27])[C:21]3[C:16](=[CH:17][CH:18]=[CH:19][CH:20]=3)[C:15]=2[CH:14]=[CH:13][CH:12]=1. Product: [CH:11]1[C:23]2[CH:22]([CH2:24][O:25][C:26]([NH:28][C@:29]34[CH2:64][CH2:63][C@@H:62]([C:65]([OH:69])([CH3:68])[CH2:66][O:67][C:7](=[O:9])[CH3:8])[C@@H:30]3[C@@H:31]3[C@@:44]([CH3:47])([CH2:45][CH2:46]4)[C@@:43]4([CH3:48])[C@@H:34]([C@:35]5([CH3:61])[C@@H:40]([CH2:41][CH2:42]4)[C:39]([CH3:50])([CH3:49])[C:38]([C:51]4[CH:60]=[CH:59][C:54]([C:55]([O:57][CH3:58])=[O:56])=[CH:53][CH:52]=4)=[CH:37][CH2:36]5)[CH2:33][CH2:32]3)=[O:27])[C:21]3[C:16](=[CH:17][CH:18]=[CH:19][CH:20]=3)[C:15]=2[CH:14]=[CH:13][CH:12]=1. The catalyst class is: 22. (2) Reactant: Cl.[NH2:2][CH:3]([CH3:9])[C:4](=[O:8])[CH2:5][O:6][CH3:7].C(N(CC)CC)C.[C:17](=S)=[S:18].O. Product: [CH3:7][O:6][CH2:5][C:4]1[O:8][C:17]([SH:18])=[N:2][C:3]=1[CH3:9]. The catalyst class is: 240. (3) Reactant: [C:1]([NH:4][C:5]1[S:20][C:8]2[CH2:9][N:10](C(OC(C)(C)C)=O)[CH2:11][CH2:12][C:7]=2[C:6]=1[C:21]1[N:22]=[N:23][NH:24][N:25]=1)(=[O:3])[CH3:2].[F:26][C:27]([F:32])([F:31])[C:28]([OH:30])=[O:29]. Product: [F:26][C:27]([F:32])([F:31])[C:28]([O-:30])=[O:29].[C:1]([NH:4][C:5]1[S:20][C:8]2[CH2:9][NH2+:10][CH2:11][CH2:12][C:7]=2[C:6]=1[C:21]1[N:22]=[N:23][NH:24][N:25]=1)(=[O:3])[CH3:2]. The catalyst class is: 4.